Dataset: Forward reaction prediction with 1.9M reactions from USPTO patents (1976-2016). Task: Predict the product of the given reaction. (1) Given the reactants O[CH:2]([C:15]1[C:23]2[C:22](=[O:24])[CH2:21][C:20]([CH3:26])([CH3:25])[CH2:19][C:18]=2[NH:17][C:16]=1[CH3:27])[C:3]1[CH:8]=[CH:7][CH:6]=[CH:5][C:4]=1[S:9]([N:12]([CH3:14])[CH3:13])(=[O:11])=[O:10].FC(F)(F)S(O[Si](C)(C)C)(=O)=O.C([SiH](CC)CC)C, predict the reaction product. The product is: [CH3:14][N:12]([CH3:13])[S:9]([C:4]1[CH:5]=[CH:6][CH:7]=[CH:8][C:3]=1[CH2:2][C:15]1[C:23]2[C:22](=[O:24])[CH2:21][C:20]([CH3:25])([CH3:26])[CH2:19][C:18]=2[NH:17][C:16]=1[CH3:27])(=[O:11])=[O:10]. (2) Given the reactants C1CCC(N=C=NC2CCCCC2)CC1.CCN(C(C)C)C(C)C.[NH:25]1[C:33]2[C:28](=[CH:29][CH:30]=[CH:31][CH:32]=2)[C:27](/[CH:34]=[CH:35]/[C:36]([OH:38])=O)=[CH:26]1.[NH2:39][C:40]1[CH:41]=[C:42]([CH:49]=[CH:50][C:51]=1[OH:52])[C:43]([NH:45][CH:46]([CH3:48])[CH3:47])=[O:44], predict the reaction product. The product is: [NH:25]1[C:33]2[C:28](=[CH:29][CH:30]=[CH:31][CH:32]=2)[C:27]([CH:34]=[CH:35][C:36]([NH:39][C:40]2[CH:41]=[C:42]([CH:49]=[CH:50][C:51]=2[OH:52])[C:43]([NH:45][CH:46]([CH3:48])[CH3:47])=[O:44])=[O:38])=[CH:26]1. (3) Given the reactants [CH3:1][O:2][C:3]1[C:8]([O:9][CH3:10])=[CH:7][CH:6]=[CH:5][C:4]=1B(O)O.I[C:15]1[C:16]([NH2:21])=[N:17][CH:18]=[CH:19][CH:20]=1.C(=O)([O-])[O-].[Na+].[Na+], predict the reaction product. The product is: [CH3:1][O:2][C:3]1[C:8]([O:9][CH3:10])=[CH:7][CH:6]=[CH:5][C:4]=1[C:15]1[C:16]([NH2:21])=[N:17][CH:18]=[CH:19][CH:20]=1. (4) Given the reactants [CH2:1]([N:8]1[C:13](=[O:14])[C:12]2[N:15]=[CH:16][S:17][C:11]=2[N:10]=[C:9]1[CH:18]([NH:21][CH2:22][CH2:23][N:24]([CH3:26])[CH3:25])[CH2:19][CH3:20])[C:2]1[CH:7]=[CH:6][CH:5]=[CH:4][CH:3]=1.[Br:27][C:28]1[CH:35]=[CH:34][C:31]([CH:32]=O)=[CH:30][CH:29]=1.C([BH3-])#N.[Na+].O1CCCC1, predict the reaction product. The product is: [CH2:1]([N:8]1[C:13](=[O:14])[C:12]2[N:15]=[CH:16][S:17][C:11]=2[N:10]=[C:9]1[CH:18]([N:21]([CH2:32][C:31]1[CH:34]=[CH:35][C:28]([Br:27])=[CH:29][CH:30]=1)[CH2:22][CH2:23][N:24]([CH3:26])[CH3:25])[CH2:19][CH3:20])[C:2]1[CH:7]=[CH:6][CH:5]=[CH:4][CH:3]=1. (5) Given the reactants [NH:1]1[C:5]2[CH:6]=[CH:7][CH:8]=[C:9]([C:10]([OH:12])=[O:11])[C:4]=2[N:3]=[CH:2]1.Cl.C(=O)([O-])[O-].[K+].[K+].[CH2:20](O)[CH3:21], predict the reaction product. The product is: [NH:1]1[C:5]2[CH:6]=[CH:7][CH:8]=[C:9]([C:10]([O:12][CH2:20][CH3:21])=[O:11])[C:4]=2[N:3]=[CH:2]1.